Dataset: Full USPTO retrosynthesis dataset with 1.9M reactions from patents (1976-2016). Task: Predict the reactants needed to synthesize the given product. (1) Given the product [F:78][C:73]1[CH:72]=[C:71]([CH2:70][C@H:69]([NH:79][C:80](=[O:97])[C:81]2[CH:86]=[C:85]([N:87]3[CH2:91][CH2:90][CH2:89][C:88]3=[O:92])[CH:84]=[C:83]([O:93][CH:94]([CH3:96])[CH3:95])[CH:82]=2)[C@H:68]([OH:67])[C@H:98]2[CH2:102][C@@H:101]([O:103][CH2:104][CH2:105][CH3:106])[CH2:100][NH:99]2)[CH:76]=[C:75]([F:77])[CH:74]=1, predict the reactants needed to synthesize it. The reactants are: [Si](O[C@H]([C@H]1C[C@@H](OCCC)CN1C(OC(C)(C)C)=O)[C@@H](NC(=O)C1C=C(C2OC=CN=2)C=C(C(N2CCC[C@@H]2COC)=O)C=1)CC1C=C(F)C=C(F)C=1)(C(C)(C)C)(C)C.[Si]([O:67][C@H:68]([C@H:98]1[CH2:102][C@@H:101]([O:103][CH2:104][CH2:105][CH3:106])[CH2:100][N:99]1C(OC(C)(C)C)=O)[C@@H:69]([NH:79][C:80](=[O:97])[C:81]1[CH:86]=[C:85]([N:87]2[CH2:91][CH2:90][CH2:89][C:88]2=[O:92])[CH:84]=[C:83]([O:93][CH:94]([CH3:96])[CH3:95])[CH:82]=1)[CH2:70][C:71]1[CH:76]=[C:75]([F:77])[CH:74]=[C:73]([F:78])[CH:72]=1)(C(C)(C)C)(C)C.[Si](O[C@H]([C@H]1C[C@@H](OCCC)CN1C(OC(C)(C)C)=O)[C@@H](NC(=O)C1C=C(N2CCCC2=O)C=C(O)C=1)CC1C=C(F)C=C(F)C=1)(C(C)(C)C)(C)C.C(=O)([O-])[O-].[Cs+].[Cs+].IC(C)C. (2) Given the product [N:1]1[CH:6]=[CH:5][CH:4]=[N:3][C:2]=1[C:7]([O:10][CH3:9])=[O:14], predict the reactants needed to synthesize it. The reactants are: [N:1]1[CH:6]=[CH:5][CH:4]=[N:3][C:2]=1[C:7]#N.[C:9]([O-])(O)=[O:10].[Na+].[OH2:14]. (3) Given the product [Cl:1][C:2]1[CH:3]=[C:4]2[C:8](=[CH:9][CH:10]=1)/[C:7](=[C:14](\[C:12]#[N:13])/[C:15]([O:17][CH2:18][CH3:19])=[O:16])/[CH2:6][CH2:5]2, predict the reactants needed to synthesize it. The reactants are: [Cl:1][C:2]1[CH:3]=[C:4]2[C:8](=[CH:9][CH:10]=1)[C:7](=O)[CH2:6][CH2:5]2.[C:12]([CH2:14][C:15]([O:17][CH2:18][CH3:19])=[O:16])#[N:13].C([O-])(=O)C.[NH4+].C(O)(=O)C. (4) The reactants are: [Cl:1][C:2]1[C:3]2[N:4]([C:8]([C:13]3[CH:14]=[C:15]([OH:19])[CH:16]=[CH:17][CH:18]=3)=[C:9]([CH2:11][CH3:12])[N:10]=2)[CH:5]=[CH:6][CH:7]=1.Br[C:21]1[CH:26]=[CH:25][CH:24]=[C:23]([S:27]([CH2:30][CH3:31])(=[O:29])=[O:28])[CH:22]=1. Given the product [Cl:1][C:2]1[C:3]2[N:4]([C:8]([C:13]3[CH:18]=[CH:17][CH:16]=[C:15]([O:19][C:25]4[CH:26]=[CH:21][CH:22]=[C:23]([S:27]([CH2:30][CH3:31])(=[O:28])=[O:29])[CH:24]=4)[CH:14]=3)=[C:9]([CH2:11][CH3:12])[N:10]=2)[CH:5]=[CH:6][CH:7]=1, predict the reactants needed to synthesize it. (5) Given the product [CH:15]([NH:28][CH2:29][C:30]([N:12]1[CH2:13][CH2:14][N:9]([CH2:8][CH:5]2[CH2:6][CH2:7][N:2]([CH3:1])[CH2:3][CH2:4]2)[CH2:10][CH2:11]1)=[O:31])([C:22]1[CH:23]=[CH:24][CH:25]=[CH:26][CH:27]=1)[C:16]1[CH:21]=[CH:20][CH:19]=[CH:18][CH:17]=1, predict the reactants needed to synthesize it. The reactants are: [CH3:1][N:2]1[CH2:7][CH2:6][CH:5]([CH2:8][N:9]2[CH2:14][CH2:13][NH:12][CH2:11][CH2:10]2)[CH2:4][CH2:3]1.[CH:15]([NH:28][CH2:29][C:30](O)=[O:31])([C:22]1[CH:27]=[CH:26][CH:25]=[CH:24][CH:23]=1)[C:16]1[CH:21]=[CH:20][CH:19]=[CH:18][CH:17]=1.Cl.C(N=C=NCCCN(C)C)C.